Dataset: Forward reaction prediction with 1.9M reactions from USPTO patents (1976-2016). Task: Predict the product of the given reaction. (1) Given the reactants [F:1][C:2]1[CH:3]=[C:4]([C:8]#[C:9][C:10]2[CH:11]=[CH:12][C:13]([C:16]([OH:18])=O)=[N:14][CH:15]=2)[CH:5]=[CH:6][CH:7]=1.CCN(C(C)C)C(C)C.[C:28]([NH:32][CH2:33][CH3:34])([CH3:31])([CH3:30])[CH3:29].CN(C(ON1N=NC2C=CC=CC1=2)=[N+](C)C)C.[B-](F)(F)(F)F, predict the reaction product. The product is: [C:28]([N:32]([CH2:33][CH3:34])[C:16]([C:13]1[CH:12]=[CH:11][C:10]([C:9]#[C:8][C:4]2[CH:5]=[CH:6][CH:7]=[C:2]([F:1])[CH:3]=2)=[CH:15][N:14]=1)=[O:18])([CH3:31])([CH3:30])[CH3:29]. (2) The product is: [NH2:1][C:2]1[CH:3]=[C:4]([CH:7]=[CH:8][CH:9]=1)[CH2:5][N:41]1[C:40](=[O:43])[CH:39]=[CH:38][C:37]([C:32]2[CH:33]=[C:34]([F:36])[CH:35]=[C:30]([F:29])[CH:31]=2)=[N:42]1. Given the reactants [NH2:1][C:2]1[CH:3]=[C:4]([CH:7]=[CH:8][CH:9]=1)[CH2:5]O.C1(P(C2C=CC=CC=2)C2C=CC=CC=2)C=CC=CC=1.[F:29][C:30]1[CH:31]=[C:32]([C:37]2[CH:38]=[CH:39][C:40](=[O:43])[NH:41][N:42]=2)[CH:33]=[C:34]([F:36])[CH:35]=1.N(C(OC(C)C)=O)=NC(OC(C)C)=O, predict the reaction product.